This data is from Forward reaction prediction with 1.9M reactions from USPTO patents (1976-2016). The task is: Predict the product of the given reaction. (1) Given the reactants [H-].[Na+].[I-].[CH3:4][S+](C)(C)=O.[F:9][C:10]1[CH:11]=[C:12]2[C:16](=[CH:17][CH:18]=1)[NH:15][C:14](=[O:19])[C:13]2=[C:20]([CH3:22])[CH3:21], predict the reaction product. The product is: [F:9][C:10]1[CH:11]=[C:12]2[C:16](=[CH:17][CH:18]=1)[NH:15][C:14](=[O:19])[C@@:13]12[CH2:21][C:20]1([CH3:4])[CH3:22]. (2) Given the reactants [F:1][C:2]1[C:3]([C:31]2[CH:37]=[CH:36][C:34]([NH2:35])=[CH:33][CH:32]=2)=[C:4]2[C:14]3[C:9](=[CH:10][N:11]=[C:12]([C:15]4[CH:16]=[N:17][CH:18]=[CH:19][CH:20]=4)[CH:13]=3)[N:8]([S:21]([C:24]3[CH:29]=[CH:28][C:27]([CH3:30])=[CH:26][CH:25]=3)(=[O:23])=[O:22])[C:5]2=[N:6][CH:7]=1.[CH:38]1([S:41](Cl)(=[O:43])=[O:42])[CH2:40][CH2:39]1.O, predict the reaction product. The product is: [F:1][C:2]1[C:3]([C:31]2[CH:37]=[CH:36][C:34]([NH:35][S:41]([CH:38]3[CH2:40][CH2:39]3)(=[O:43])=[O:42])=[CH:33][CH:32]=2)=[C:4]2[C:14]3[C:9](=[CH:10][N:11]=[C:12]([C:15]4[CH:16]=[N:17][CH:18]=[CH:19][CH:20]=4)[CH:13]=3)[N:8]([S:21]([C:24]3[CH:25]=[CH:26][C:27]([CH3:30])=[CH:28][CH:29]=3)(=[O:22])=[O:23])[C:5]2=[N:6][CH:7]=1. (3) The product is: [C:18]1([CH3:29])[CH:19]=[CH:20][C:21]([S:24]([O-:27])(=[O:25])=[O:26])=[CH:22][CH:23]=1.[CH2:13]([O:12][C:10]([C:9]1[CH:15]=[CH:16][C:6]([O:5][CH2:4][CH2:3][N+:2]([CH3:18])([CH3:1])[CH3:17])=[CH:7][CH:8]=1)=[O:11])[CH3:14]. Given the reactants [CH3:1][N:2]([CH3:17])[CH2:3][CH2:4][O:5][C:6]1[CH:16]=[CH:15][C:9]([C:10]([O:12][CH2:13][CH3:14])=[O:11])=[CH:8][CH:7]=1.[C:18]1([CH3:29])[CH:23]=[CH:22][C:21]([S:24]([O:27]C)(=[O:26])=[O:25])=[CH:20][CH:19]=1, predict the reaction product.